This data is from Forward reaction prediction with 1.9M reactions from USPTO patents (1976-2016). The task is: Predict the product of the given reaction. (1) The product is: [Cl:1][C:2]1[C:10]([Cl:11])=[CH:9][C:5]2[N:6]([C@@H:45]3[O:46][CH2:29][C@@H:30]([O:31][C:32](=[O:34])[CH3:33])[C@@H:35]([O:36][C:37](=[O:39])[CH3:38])[C@H:40]3[O:41][C:42](=[O:44])[CH3:43])[CH:7]=[N:8][C:4]=2[C:3]=1[F:12]. Given the reactants [Cl:1][C:2]1[C:10]([Cl:11])=[CH:9][C:5]2[N:6]=[CH:7][NH:8][C:4]=2[C:3]=1[F:12].O([Si](C)(C)C)S(C(F)(F)F)(=O)=O.C(O[C@@H:29]1[O:46][CH2:45][C@@H:40]([O:41][C:42](=[O:44])[CH3:43])[C@@H:35]([O:36][C:37](=[O:39])[CH3:38])[C@H:30]1[O:31][C:32](=[O:34])[CH3:33])(=O)C.C(=O)(O)[O-].[Na+], predict the reaction product. (2) Given the reactants [C:1](OC(=O)C)(=[O:3])C.[CH3:8][O:9][C:10]([C:12]1[S:13][CH:14]=[C:15]([CH3:18])[C:16]=1[NH2:17])=[O:11], predict the reaction product. The product is: [CH3:8][O:9][C:10]([C:12]1[S:13][CH:14]=[C:15]([CH3:18])[C:16]=1[NH:17][CH:1]=[O:3])=[O:11]. (3) Given the reactants [Cl:1][C:2]1[CH:27]=[C:26]([C:28]([CH3:31])([CH3:30])[CH3:29])[CH:25]=[CH:24][C:3]=1[O:4][CH2:5][CH2:6][CH2:7][O:8][C:9]1[CH:18]=[C:17]2[C:12]([CH2:13][CH2:14][CH:15]([C:19]([O:21]CC)=[O:20])[O:16]2)=[CH:11][CH:10]=1.I[CH3:33], predict the reaction product. The product is: [Cl:1][C:2]1[CH:27]=[C:26]([C:28]([CH3:31])([CH3:29])[CH3:30])[CH:25]=[CH:24][C:3]=1[O:4][CH2:5][CH2:6][CH2:7][O:8][C:9]1[CH:18]=[C:17]2[C:12]([CH2:13][CH2:14][C:15]([CH3:33])([C:19]([OH:21])=[O:20])[O:16]2)=[CH:11][CH:10]=1. (4) Given the reactants [N-:1]=[N+:2]=[N-:3].[Na+].CN(C)C=O.CS(O[CH:15]1[CH2:20][CH2:19][CH:18]([O:21][CH2:22][CH2:23][C:24]2[CH:29]=[CH:28][CH:27]=[CH:26][CH:25]=2)[CH:17]([F:30])[CH2:16]1)(=O)=O.C(=O)(O)[O-].[Na+], predict the reaction product. The product is: [C:24]1([CH2:23][CH2:22][O:21][CH:18]2[CH2:19][CH2:20][CH:15]([N:1]=[N+:2]=[N-:3])[CH2:16][CH:17]2[F:30])[CH:25]=[CH:26][CH:27]=[CH:28][CH:29]=1. (5) Given the reactants [C:1]([O:14][CH2:15][C@@H:16]([O:57][C:58](=[O:70])[CH2:59][CH2:60][CH2:61][CH2:62][CH2:63][CH2:64][CH2:65][CH2:66][CH2:67][CH2:68][CH3:69])[CH2:17][S:18][CH2:19][C@H:20]([NH:39]C(OCC1C2C=CC=CC=2C2C1=CC=CC=2)=O)[C:21]([NH:23][CH2:24][CH2:25][CH2:26][CH2:27][CH2:28][C:29]([O:31][CH2:32][C:33]1[CH:38]=[CH:37][CH:36]=[CH:35][CH:34]=1)=[O:30])=[O:22])(=[O:13])[CH2:2][CH2:3][CH2:4][CH2:5][CH2:6][CH2:7][CH2:8][CH2:9][CH2:10][CH2:11][CH3:12].N1CCCCC1, predict the reaction product. The product is: [C:1]([O:14][CH2:15][C@@H:16]([O:57][C:58](=[O:70])[CH2:59][CH2:60][CH2:61][CH2:62][CH2:63][CH2:64][CH2:65][CH2:66][CH2:67][CH2:68][CH3:69])[CH2:17][S:18][CH2:19][C@H:20]([NH2:39])[C:21]([NH:23][CH2:24][CH2:25][CH2:26][CH2:27][CH2:28][C:29]([O:31][CH2:32][C:33]1[CH:34]=[CH:35][CH:36]=[CH:37][CH:38]=1)=[O:30])=[O:22])(=[O:13])[CH2:2][CH2:3][CH2:4][CH2:5][CH2:6][CH2:7][CH2:8][CH2:9][CH2:10][CH2:11][CH3:12]. (6) Given the reactants [BH4-].[Na+].CO[N:5]=[C:6]([C:8]1[CH:13]=[CH:12][CH:11]=[CH:10][C:9]=1[C:14]([F:17])([F:16])[F:15])[CH3:7].O.[OH-].[NH4+], predict the reaction product. The product is: [F:15][C:14]([F:16])([F:17])[C:9]1[CH:10]=[CH:11][CH:12]=[CH:13][C:8]=1[CH:6]([NH2:5])[CH3:7]. (7) Given the reactants [F:1][C:2]1[CH:13]=[CH:12][C:5]([CH2:6][O:7][CH2:8][C:9](Cl)=[O:10])=[CH:4][CH:3]=1.[NH2:14][CH2:15][CH2:16][CH2:17][CH2:18][CH:19]1[CH2:23][CH2:22][N:21]([C:24]([O:26][C:27]([CH3:30])([CH3:29])[CH3:28])=[O:25])[CH2:20]1.C(N(CC)CC)C, predict the reaction product. The product is: [F:1][C:2]1[CH:13]=[CH:12][C:5]([CH2:6][O:7][CH2:8][C:9]([NH:14][CH2:15][CH2:16][CH2:17][CH2:18][CH:19]2[CH2:23][CH2:22][N:21]([C:24]([O:26][C:27]([CH3:30])([CH3:29])[CH3:28])=[O:25])[CH2:20]2)=[O:10])=[CH:4][CH:3]=1. (8) Given the reactants [Si:1]([O:8][C@H:9]1[CH2:13][NH:12][C:11](=[O:14])[CH2:10]1)([C:4]([CH3:7])([CH3:6])[CH3:5])([CH3:3])[CH3:2].[CH3:15][C:16]([O:19][C:20](O[C:20]([O:19][C:16]([CH3:18])([CH3:17])[CH3:15])=[O:21])=[O:21])([CH3:18])[CH3:17].O, predict the reaction product. The product is: [Si:1]([O:8][C@H:9]1[CH2:13][N:12]([C:20]([O:19][C:16]([CH3:18])([CH3:17])[CH3:15])=[O:21])[C:11](=[O:14])[CH2:10]1)([C:4]([CH3:7])([CH3:6])[CH3:5])([CH3:3])[CH3:2].